This data is from Catalyst prediction with 721,799 reactions and 888 catalyst types from USPTO. The task is: Predict which catalyst facilitates the given reaction. (1) Reactant: [C:1]([C@@H:4]1[CH2:8][C@@H:7]([O:9][Si](C(C)(C)C)(C2C=CC=CC=2)C2C=CC=CC=2)[CH2:6][N:5]1[C:27]([O:29][CH2:30][C:31]1[CH:36]=[CH:35][C:34]([N+:37]([O-:39])=[O:38])=[CH:33][CH:32]=1)=[O:28])(=[NH:3])[NH2:2].[F-].C([N+](CCCC)(CCCC)CCCC)CCC. Product: [C:1]([C@@H:4]1[CH2:8][C@@H:7]([OH:9])[CH2:6][N:5]1[C:27]([O:29][CH2:30][C:31]1[CH:36]=[CH:35][C:34]([N+:37]([O-:39])=[O:38])=[CH:33][CH:32]=1)=[O:28])(=[NH:2])[NH2:3]. The catalyst class is: 56. (2) Reactant: [CH3:1][N:2]1[C:6]2[CH:7]=[CH:8][C:9](B3OC(C)(C)C(C)(C)O3)=[CH:10][C:5]=2[S:4][C:3]1=[O:20].Br[C:22]1[CH:23]=[C:24]([NH2:28])[CH:25]=[N:26][CH:27]=1.COC1C=CC=C(OC)C=1C1C=CC=CC=1P(C1CCCCC1)C1CCCCC1.[O-]P([O-])([O-])=O.[K+].[K+].[K+]. Product: [NH2:28][C:24]1[CH:23]=[C:22]([C:9]2[CH:8]=[CH:7][C:6]3[N:2]([CH3:1])[C:3](=[O:20])[S:4][C:5]=3[CH:10]=2)[CH:27]=[N:26][CH:25]=1. The catalyst class is: 101. (3) Reactant: C(N(C(C)C)CC)(C)C.[Br:10][C:11]1[CH:16]=[C:15]([C:17]([O-:19])=O)[CH:14]=[CH:13][C:12]=1[C:20]([O:22][CH3:23])=[O:21].CN(C(ON1N=NC2C=CC=CC1=2)=[N+](C)C)C.F[P-](F)(F)(F)(F)F.Cl.[OH:49][C:50]1[CH:51]=[C:52]([CH2:56][NH2:57])[CH:53]=[CH:54][CH:55]=1.C1C=CC2N(O)N=NC=2C=1. Product: [Br:10][C:11]1[CH:16]=[C:15]([C:17]([NH:57][CH2:56][C:52]2[CH:53]=[CH:54][CH:55]=[C:50]([OH:49])[CH:51]=2)=[O:19])[CH:14]=[CH:13][C:12]=1[C:20]([O:22][CH3:23])=[O:21]. The catalyst class is: 9. (4) Reactant: [Cl:1][C:2]1[CH:3]=[C:4]([CH:15]=[CH:16][CH:17]=1)[O:5][CH2:6][C:7]1[O:11][N:10]=[C:9]([C:12]([OH:14])=O)[CH:8]=1.C(N(CC)CC)C.Cl.C(N=C=NCCCN(C)C)C.ON1C2C=CC=CC=2N=N1.[O:47]1[CH2:51][CH2:50][CH:49]([CH2:52][NH2:53])[CH2:48]1. Product: [O:47]1[CH2:51][CH2:50][CH:49]([CH2:52][NH:53][C:12]([C:9]2[CH:8]=[C:7]([CH2:6][O:5][C:4]3[CH:15]=[CH:16][CH:17]=[C:2]([Cl:1])[CH:3]=3)[O:11][N:10]=2)=[O:14])[CH2:48]1. The catalyst class is: 145.